From a dataset of Full USPTO retrosynthesis dataset with 1.9M reactions from patents (1976-2016). Predict the reactants needed to synthesize the given product. (1) Given the product [Cl:18][C:19]1[CH:26]=[CH:25][CH:24]=[CH:23][C:20]=1/[CH:21]=[C:9](\[C:8]([C:3]1[CH:4]=[CH:5][CH:6]=[CH:7][C:2]=1[OH:1])=[O:17])/[C:10]([O:12][C:13]([CH3:14])([CH3:16])[CH3:15])=[O:11], predict the reactants needed to synthesize it. The reactants are: [OH:1][C:2]1[CH:7]=[CH:6][CH:5]=[CH:4][C:3]=1[C:8](=[O:17])[CH2:9][C:10]([O:12][C:13]([CH3:16])([CH3:15])[CH3:14])=[O:11].[Cl:18][C:19]1[CH:26]=[CH:25][CH:24]=[CH:23][C:20]=1[CH:21]=O.N1CCCCC1.C(O)(=O)C. (2) Given the product [CH3:4][O:5][C:6]1[CH:7]=[CH:8][C:9](/[C:12](=[N:23]/[O:24][CH2:25][C:26]2[CH:31]=[CH:30][C:29]([O:32][CH2:33][C:34]3[N:35]=[C:36]([C:40]4[CH:41]=[CH:42][CH:43]=[CH:44][CH:45]=4)[O:37][C:38]=3[CH3:39])=[CH:28][CH:27]=2)/[CH2:13][CH2:14][CH2:15][CH2:16][CH2:17][CH2:18][C:19]([OH:21])=[O:20])=[CH:10][CH:11]=1, predict the reactants needed to synthesize it. The reactants are: O.[OH-].[Li+].[CH3:4][O:5][C:6]1[CH:11]=[CH:10][C:9](/[C:12](=[N:23]/[O:24][CH2:25][C:26]2[CH:31]=[CH:30][C:29]([O:32][CH2:33][C:34]3[N:35]=[C:36]([C:40]4[CH:45]=[CH:44][CH:43]=[CH:42][CH:41]=4)[O:37][C:38]=3[CH3:39])=[CH:28][CH:27]=2)/[CH2:13][CH2:14][CH2:15][CH2:16][CH2:17][CH2:18][C:19]([O:21]C)=[O:20])=[CH:8][CH:7]=1.O.Cl. (3) Given the product [CH2:1]([O:3][C:4](=[O:24])[CH2:5][C:6]1[CH:11]=[CH:10][C:9]([O:12][CH3:13])=[C:8]([O:14][C:15]2[CH:20]=[CH:19][C:18]([Cl:21])=[CH:17][C:16]=2[CH2:22][N:27]2[C@@H:26]([CH3:25])[C@@H:30]([C:31]3[CH:36]=[CH:35][CH:34]=[CH:33][CH:32]=3)[O:29][C:28]2=[O:37])[CH:7]=1)[CH3:2], predict the reactants needed to synthesize it. The reactants are: [CH2:1]([O:3][C:4](=[O:24])[CH2:5][C:6]1[CH:11]=[CH:10][C:9]([O:12][CH3:13])=[C:8]([O:14][C:15]2[CH:20]=[CH:19][C:18]([Cl:21])=[CH:17][C:16]=2[CH2:22]Br)[CH:7]=1)[CH3:2].[CH3:25][CH:26]1[CH:30]([C:31]2[CH:36]=[CH:35][CH:34]=[CH:33][CH:32]=2)[O:29][C:28](=[O:37])[NH:27]1. (4) Given the product [I:1][C:2]1[CH:3]=[C:4]2[C:8](=[CH:9][CH:10]=1)[NH:7][C:6](=[O:11])[C:5]2=[N:12][NH:13][C:14]([C:16]1[CH:17]=[CH:18][C:19]([NH:22][C:23](=[O:30])[CH2:24][CH2:25][C:26]([OH:28])=[O:27])=[CH:20][CH:21]=1)=[O:15], predict the reactants needed to synthesize it. The reactants are: [I:1][C:2]1[CH:3]=[C:4]2[C:8](=[CH:9][CH:10]=1)[NH:7][C:6](=[O:11])[C:5]2=[N:12][NH:13][C:14]([C:16]1[CH:21]=[CH:20][C:19]([NH:22][C:23](=[O:30])[CH2:24][CH2:25][C:26]([O:28]C)=[O:27])=[CH:18][CH:17]=1)=[O:15].[OH-].[Na+]. (5) Given the product [C:21]([C:5]1[C:6]([C:8]2[CH:13]=[CH:12][C:11]([S:14]([CH2:17][CH3:18])(=[O:16])=[O:15])=[CH:10][C:9]=2[O:19][CH3:20])=[CH:7][C:2]([B:28]([OH:32])[OH:29])=[CH:3][CH:4]=1)#[N:22], predict the reactants needed to synthesize it. The reactants are: Cl[C:2]1[CH:7]=[C:6]([C:8]2[CH:13]=[CH:12][C:11]([S:14]([CH2:17][CH3:18])(=[O:16])=[O:15])=[CH:10][C:9]=2[O:19][CH3:20])[C:5]([C:21]#[N:22])=[CH:4][CH:3]=1.C([O-])(=O)C.[K+].[B:28]1(B2OC(C)(C)C(C)(C)O2)[O:32]C(C)(C)C(C)(C)[O:29]1. (6) Given the product [CH3:10][C:11]1([CH3:18])[O:15][CH:14]([CH2:16][O:17][C:2]2[CH:7]=[CH:6][CH:5]=[C:4]([F:8])[C:3]=2[Br:9])[CH2:13][O:12]1, predict the reactants needed to synthesize it. The reactants are: F[C:2]1[CH:7]=[CH:6][CH:5]=[C:4]([F:8])[C:3]=1[Br:9].[CH3:10][C:11]1([CH3:18])[O:15][CH:14]([CH2:16][OH:17])[CH2:13][O:12]1. (7) Given the product [Br:1][C:2]1[CH:8]=[CH:7][C:5]([NH:6][CH2:20][C:21]([O:23][CH2:24][CH3:25])=[O:22])=[CH:4][C:3]=1[F:9], predict the reactants needed to synthesize it. The reactants are: [Br:1][C:2]1[CH:8]=[CH:7][C:5]([NH2:6])=[CH:4][C:3]=1[F:9].C(N(C(C)C)CC)(C)C.Br[CH2:20][C:21]([O:23][CH2:24][CH3:25])=[O:22]. (8) The reactants are: CC(O)(CC)C.[K].[CH:8]1([N:14]=[C:15]=S)[CH2:13][CH2:12][CH2:11][CH2:10][CH2:9]1.[F:17][C:18]1[CH:23]=[C:22]([F:24])[CH:21]=[CH:20][C:19]=1[CH2:25][C:26](=O)[CH3:27].Cl.[CH3:30][NH:31][NH2:32]. Given the product [CH:8]1([NH:14][C:15]2[N:31]([CH3:30])[N:32]=[C:26]([CH3:27])[C:25]=2[C:19]2[CH:20]=[CH:21][C:22]([F:24])=[CH:23][C:18]=2[F:17])[CH2:13][CH2:12][CH2:11][CH2:10][CH2:9]1, predict the reactants needed to synthesize it.